Dataset: Full USPTO retrosynthesis dataset with 1.9M reactions from patents (1976-2016). Task: Predict the reactants needed to synthesize the given product. (1) Given the product [CH3:10][O:9][C:8]1[C:4]2[CH:3]=[C:2]([O:1][CH2:20][CH2:19][O:18][C:15](=[O:17])[CH3:16])[CH:12]=[CH:11][C:5]=2[O:6][CH:7]=1, predict the reactants needed to synthesize it. The reactants are: [OH:1][C:2]1[CH:12]=[CH:11][C:5]2[O:6][CH:7]=[C:8]([O:9][CH3:10])[C:4]=2[CH:3]=1.[H-].[Na+].[C:15]([O:18][CH2:19][CH2:20]Br)(=[O:17])[CH3:16]. (2) Given the product [C:65]1([C@@H:71]([NH:74][C:25]([C:24]2[C:23]3[C:18](=[CH:19][CH:20]=[CH:21][CH:22]=3)[N:17]=[C:16]([C:28]3[CH:29]=[CH:30][CH:31]=[CH:32][CH:33]=3)[C:35]=2[CH2:34][N:36]2[CH2:39][CH2:40][CH:41]([N:42]3[CH2:75][CH2:76][CH2:77][CH2:79][C:44]3=[O:48])[CH2:38][CH2:37]2)=[O:27])[CH3:72])[CH:66]=[CH:67][CH:68]=[CH:69][CH:70]=1, predict the reactants needed to synthesize it. The reactants are: O=C1CCCCN1C1CCN(CC2[C:16]([C:28]3[CH:33]=[CH:32][CH:31]=[CH:30][CH:29]=3)=[N:17][C:18]3[C:23]([C:24]=2[C:25]([OH:27])=O)=[CH:22][CH:21]=[CH:20][CH:19]=3)CC1.[CH2:34]([N:36]([CH2:39][CH3:40])[CH2:37][CH3:38])[CH3:35].[CH3:41][N:42]([C:44]([O:48]N1N=NC2C=CC=CC1=2)=[N+](C)C)C.F[P-](F)(F)(F)(F)F.[C:65]1([C@@H:71]([NH2:74])[CH2:72]C)[CH:70]=[CH:69][CH:68]=[CH:67][CH:66]=1.[CH3:75][CH:76]=[C:77]([CH3:79])C. (3) Given the product [Cl:8][C:9]1[CH:10]=[CH:11][C:12]([CH3:42])=[C:13]([N:15]2[C:22](=[O:23])[C:21]3[C:20]([C:6]#[N:5])=[C:19]([C:24]4[CH:29]=[CH:28][CH:27]=[CH:26][C:25]=4[O:30][CH3:31])[N:18]([CH:32]([CH3:34])[CH3:33])[C:17]=3[CH:16]2[C:35]2[CH:36]=[CH:37][C:38]([Cl:41])=[CH:39][CH:40]=2)[CH:14]=1, predict the reactants needed to synthesize it. The reactants are: ClS([N:5]=[C:6]=O)(=O)=O.[Cl:8][C:9]1[CH:10]=[CH:11][C:12]([CH3:42])=[C:13]([N:15]2[C:22](=[O:23])[C:21]3[CH:20]=[C:19]([C:24]4[CH:29]=[CH:28][CH:27]=[CH:26][C:25]=4[O:30][CH3:31])[N:18]([CH:32]([CH3:34])[CH3:33])[C:17]=3[CH:16]2[C:35]2[CH:40]=[CH:39][C:38]([Cl:41])=[CH:37][CH:36]=2)[CH:14]=1.CN(C=O)C. (4) Given the product [CH2:33]([O:32][C:28]1[CH:27]=[C:26]([S:23]([NH:22][C:20]([C@@:15]2([NH:14][C:13]([C@H:10]3[CH2:11][CH2:12][NH:8][CH2:9]3)=[O:40])[CH2:17][C@H:16]2[CH:18]=[CH2:19])=[O:21])(=[O:25])=[O:24])[CH:31]=[CH:30][CH:29]=1)[C:34]1[CH:35]=[CH:36][CH:37]=[CH:38][CH:39]=1, predict the reactants needed to synthesize it. The reactants are: C(OC([N:8]1[CH2:12][CH2:11][C@H:10]([C:13](=[O:40])[NH:14][C@:15]2([C:20]([NH:22][S:23]([C:26]3[CH:31]=[CH:30][CH:29]=[C:28]([O:32][CH2:33][C:34]4[CH:39]=[CH:38][CH:37]=[CH:36][CH:35]=4)[CH:27]=3)(=[O:25])=[O:24])=[O:21])[CH2:17][C@H:16]2[CH:18]=[CH2:19])[CH2:9]1)=O)(C)(C)C.Cl.